From a dataset of Reaction yield outcomes from USPTO patents with 853,638 reactions. Predict the reaction yield, written as a fraction of the theoretical maximum amount of product (1.0 means a 100% yield; for example, 0.34 means a 34% yield). The reactants are [N:1]12[CH2:8][CH2:7][C:4]([C:9]([C:17]3[CH:22]=[CH:21][CH:20]=[CH:19][CH:18]=3)([C:11]3[CH:16]=[CH:15][CH:14]=[CH:13][CH:12]=3)[OH:10])([CH2:5][CH2:6]1)[CH2:3][CH2:2]2.[Br:23][CH2:24][CH2:25][CH2:26][O:27][C:28]1[CH:33]=[CH:32][C:31]([Br:34])=[CH:30][CH:29]=1. The catalyst is CC#N. The product is [Br-:23].[Br:34][C:31]1[CH:32]=[CH:33][C:28]([O:27][CH2:26][CH2:25][CH2:24][N+:1]23[CH2:6][CH2:5][C:4]([C:9]([OH:10])([C:17]4[CH:22]=[CH:21][CH:20]=[CH:19][CH:18]=4)[C:11]4[CH:12]=[CH:13][CH:14]=[CH:15][CH:16]=4)([CH2:3][CH2:2]2)[CH2:7][CH2:8]3)=[CH:29][CH:30]=1. The yield is 0.754.